This data is from Forward reaction prediction with 1.9M reactions from USPTO patents (1976-2016). The task is: Predict the product of the given reaction. (1) The product is: [Cl:1][C:2]1[C:3]([CH3:24])=[C:4]([CH2:8][N:9]2[C:10]3[N:11]=[C:12]([N:18]4[CH2:19][CH2:20][O:21][CH2:22][CH2:23]4)[S:13][C:14]=3[C:15](=[O:16])[N:17]=[C:30]2[CH:26]2[CH2:27][CH2:28][CH2:29][O:25]2)[CH:5]=[CH:6][CH:7]=1. Given the reactants [Cl:1][C:2]1[C:3]([CH3:24])=[C:4]([CH2:8][NH:9][C:10]2[N:11]=[C:12]([N:18]3[CH2:23][CH2:22][O:21][CH2:20][CH2:19]3)[S:13][C:14]=2[C:15]([NH2:17])=[O:16])[CH:5]=[CH:6][CH:7]=1.[O:25]1[CH2:29][CH2:28][CH2:27][CH:26]1[C:30](Cl)=O, predict the reaction product. (2) Given the reactants I[Si](C)(C)C.[Cl:6][C:7]1[C:11]([Cl:12])=[C:10]([CH3:13])[NH:9][C:8]=1[C:14]([NH:16][CH:17]1[CH2:22][CH2:21][N:20]([C:23]2[S:24][C:25]([C:30]#[N:31])=[C:26]([O:28]C)[N:27]=2)[CH2:19][CH2:18]1)=[O:15], predict the reaction product. The product is: [Cl:6][C:7]1[C:11]([Cl:12])=[C:10]([CH3:13])[NH:9][C:8]=1[C:14]([NH:16][CH:17]1[CH2:22][CH2:21][N:20]([C:23]2[S:24][C:25]([C:30]#[N:31])=[C:26]([OH:28])[N:27]=2)[CH2:19][CH2:18]1)=[O:15].